This data is from Forward reaction prediction with 1.9M reactions from USPTO patents (1976-2016). The task is: Predict the product of the given reaction. (1) Given the reactants ClN1C(=O)CCC1=O.[OH:9][N:10]=[CH:11][C:12]1[C:21]2[C:16](=[CH:17][CH:18]=[CH:19][CH:20]=2)[C:15]([C:22]([O:24][CH3:25])=[O:23])=[CH:14][CH:13]=1.[Cl:26][C:27]1[CH:32]=[C:31]([C:33]([C:35]([F:38])([F:37])[F:36])=[CH2:34])[CH:30]=[C:29]([Cl:39])[CH:28]=1.BrC(C(F)(F)F)=C.FF.C(N(CC)CC)C, predict the reaction product. The product is: [Cl:26][C:27]1[CH:32]=[C:31]([C:33]2([C:35]([F:38])([F:36])[F:37])[O:9][N:10]=[C:11]([C:12]3[C:21]4[C:16](=[CH:17][CH:18]=[CH:19][CH:20]=4)[C:15]([C:22]([O:24][CH3:25])=[O:23])=[CH:14][CH:13]=3)[CH2:34]2)[CH:30]=[C:29]([Cl:39])[CH:28]=1. (2) Given the reactants [OH:1][N:2]=[C:3]([C:5]1[NH:6][CH:7]=[C:8]([CH3:10])[CH:9]=1)[NH2:4].[O:11]=[C:12]1[N:18]2[CH2:19][C@H:20]([C:23](Cl)=[O:24])[CH2:21][CH2:22][C@H:17]2[CH2:16][CH2:15][C:14]2[CH:26]=[CH:27][CH:28]=[CH:29][C:13]1=2, predict the reaction product. The product is: [O:11]=[C:12]1[N:18]2[CH2:19][C@H:20]([C:23]([O:1][N:2]=[C:3]([C:5]3[NH:6][CH:7]=[C:8]([CH3:10])[CH:9]=3)[NH2:4])=[O:24])[CH2:21][CH2:22][C@H:17]2[CH2:16][CH2:15][C:14]2[CH:26]=[CH:27][CH:28]=[CH:29][C:13]1=2. (3) Given the reactants Br[C:2]1[CH:24]=[C:23]2[C:5]([CH2:6][CH2:7][C:8]3([C:16]42[N:20]=[C:19]([NH2:21])[C:18]([CH3:22])=[N:17]4)[CH2:13][CH2:12][CH:11]([O:14][CH3:15])[CH2:10][CH2:9]3)=[CH:4][CH:3]=1.[CH3:25][O:26][C:27]1[CH:28]=[C:29]([CH:32]=[C:33](B2OC(C)(C)C(C)(C)O2)[CH:34]=1)[C:30]#[N:31].CC([PH+](C(C)(C)C)CCCS([O-])(=O)=O)(C)C.CC1CCCO1.C(=O)([O-])[O-].[K+].[K+], predict the reaction product. The product is: [NH2:21][C:19]1[C:18]([CH3:22])=[N:17][C:16]2([C:23]3[C:5](=[CH:4][CH:3]=[C:2]([C:33]4[CH:32]=[C:29]([CH:28]=[C:27]([O:26][CH3:25])[CH:34]=4)[C:30]#[N:31])[CH:24]=3)[CH2:6][CH2:7][C:8]32[CH2:9][CH2:10][CH:11]([O:14][CH3:15])[CH2:12][CH2:13]3)[N:20]=1. (4) Given the reactants [O:1]1C[C:2]21[CH:8]1[CH2:9][CH2:10][N:5]([CH2:6][CH2:7]1)[CH2:4]2.B, predict the reaction product. The product is: [N:5]12[CH2:10][CH2:9][CH:8]([CH2:7][CH2:6]1)[C:2](=[O:1])[CH2:4]2. (5) Given the reactants [CH:1]([NH:4][C:5](=[O:26])[O:6][CH:7]1[CH2:14][CH:13]2[CH:9]([CH2:10][CH:11]([NH:15][CH2:16][C:17]([N:19]3[CH2:23][CH2:22][CH2:21][CH:20]3[C:24]#[N:25])=[O:18])[CH2:12]2)[CH2:8]1)([CH3:3])[CH3:2].C(=O)([O-])[O-].[K+].[K+].[C:33](O[C:33]([O:35][C:36]([CH3:39])([CH3:38])[CH3:37])=[O:34])([O:35][C:36]([CH3:39])([CH3:38])[CH3:37])=[O:34].O, predict the reaction product. The product is: [CH:1]([NH:4][C:5](=[O:26])[O:6][CH:7]1[CH2:8][CH:9]2[CH:13]([CH2:12][CH:11]([N:15]([C:33]([O:35][C:36]([CH3:39])([CH3:38])[CH3:37])=[O:34])[CH2:16][C:17]([N:19]3[CH2:23][CH2:22][CH2:21][CH:20]3[C:24]#[N:25])=[O:18])[CH2:10]2)[CH2:14]1)([CH3:3])[CH3:2]. (6) Given the reactants [F:1][C:2]1[CH:9]=[CH:8][C:5]([C:6]#[N:7])=[CH:4][CH:3]=1.[NH2:10][OH:11].Cl.[OH-].[Na+].CCOC(C)=O.CCCCCC, predict the reaction product. The product is: [F:1][C:2]1[CH:9]=[CH:8][C:5]([C:6](=[NH:7])[NH:10][OH:11])=[CH:4][CH:3]=1. (7) Given the reactants [O:1]1[C:5]2[CH:6]=[CH:7][CH:8]=[CH:9][C:4]=2[N:3]=[C:2]1[C:10]1[C:19]([N:20]([CH:22]([CH3:24])[CH3:23])[CH3:21])=[N:18][C:17]2[C:12](=[CH:13][CH:14]=[C:15]([C:25]([O:27]C)=[O:26])[CH:16]=2)[N:11]=1.[OH-].[Na+].Cl, predict the reaction product. The product is: [O:1]1[C:5]2[CH:6]=[CH:7][CH:8]=[CH:9][C:4]=2[N:3]=[C:2]1[C:10]1[C:19]([N:20]([CH:22]([CH3:24])[CH3:23])[CH3:21])=[N:18][C:17]2[C:12](=[CH:13][CH:14]=[C:15]([C:25]([OH:27])=[O:26])[CH:16]=2)[N:11]=1. (8) Given the reactants [Br:1][C:2]1[CH:7]=[C:6]([C:8]2[CH2:12][C:11]([C:17]3[CH:22]=[C:21]([Cl:23])[CH:20]=[C:19]([Cl:24])[CH:18]=3)([C:13]([F:16])([F:15])[F:14])[CH2:10][N:9]=2)[CH:5]=[CH:4][C:3]=1[CH2:25][OH:26].C(N(CC)CC)C.[CH3:34][S:35](Cl)(=[O:37])=[O:36], predict the reaction product. The product is: [Br:1][C:2]1[CH:7]=[C:6]([C:8]2[CH2:12][C:11]([C:17]3[CH:22]=[C:21]([Cl:23])[CH:20]=[C:19]([Cl:24])[CH:18]=3)([C:13]([F:14])([F:15])[F:16])[CH2:10][N:9]=2)[CH:5]=[CH:4][C:3]=1[CH2:25][O:26][S:35]([CH3:34])(=[O:37])=[O:36].